Predict the product of the given reaction. From a dataset of Forward reaction prediction with 1.9M reactions from USPTO patents (1976-2016). Given the reactants FC(F)(F)C(O)=O.[O:8]=[C:9]1[NH:18][C:17]2[N:16]=[CH:15][C:14](/[CH:19]=[CH:20]/[C:21]([O:23]C(C)(C)C)=[O:22])=[CH:13][C:12]=2[CH2:11][CH2:10]1.[Cl:28]CCl, predict the reaction product. The product is: [ClH:28].[O:8]=[C:9]1[NH:18][C:17]2[N:16]=[CH:15][C:14](/[CH:19]=[CH:20]/[C:21]([OH:23])=[O:22])=[CH:13][C:12]=2[CH2:11][CH2:10]1.